Task: Predict the reactants needed to synthesize the given product.. Dataset: Full USPTO retrosynthesis dataset with 1.9M reactions from patents (1976-2016) (1) Given the product [N:8]1([C:5]2[C:4]([NH:14][C:15]3[C:24]4[C:19](=[C:20]([F:26])[CH:21]=[CH:22][C:23]=4[F:25])[N:18]=[C:17]([C:27]4[CH:32]=[CH:31][CH:30]=[CH:29][N:28]=4)[C:16]=3[CH3:33])=[CH:3][C:2]([N:34]3[CH2:39][CH2:38][O:37][CH2:36][CH2:35]3)=[CH:7][N:6]=2)[CH2:13][CH2:12][O:11][CH2:10][CH2:9]1, predict the reactants needed to synthesize it. The reactants are: Br[C:2]1[CH:3]=[C:4]([NH:14][C:15]2[C:24]3[C:19](=[C:20]([F:26])[CH:21]=[CH:22][C:23]=3[F:25])[N:18]=[C:17]([C:27]3[CH:32]=[CH:31][CH:30]=[CH:29][N:28]=3)[C:16]=2[CH3:33])[C:5]([N:8]2[CH2:13][CH2:12][O:11][CH2:10][CH2:9]2)=[N:6][CH:7]=1.[NH:34]1[CH2:39][CH2:38][O:37][CH2:36][CH2:35]1. (2) Given the product [C:1]([O:5][C:6](=[O:7])[CH2:8][CH2:9][C:10]1[C:18]([CH3:19])=[CH:17][C:13]([C:14](=[O:15])[NH2:28])=[CH:12][C:11]=1[CH2:20][CH3:21])([CH3:4])([CH3:3])[CH3:2], predict the reactants needed to synthesize it. The reactants are: [C:1]([O:5][C:6]([CH2:8][CH2:9][C:10]1[C:18]([CH3:19])=[CH:17][C:13]([C:14](O)=[O:15])=[CH:12][C:11]=1[CH2:20][CH3:21])=[O:7])([CH3:4])([CH3:3])[CH3:2].C1C=CC2N(O)N=[N:28]C=2C=1.CCN=C=NCCCN(C)C.Cl.N. (3) Given the product [Cl:23][C:24]1[CH:28]=[CH:27][S:26][C:25]=1[C:29]([NH:7][C:6]1[CH:8]=[C:2]([Cl:1])[CH:3]=[CH:4][C:5]=1[C:9]1[NH:13][N:12]=[N:11][N:10]=1)=[O:30], predict the reactants needed to synthesize it. The reactants are: [Cl:1][C:2]1[CH:3]=[CH:4][C:5]([C:9]2[NH:13][N:12]=[N:11][N:10]=2)=[C:6]([CH:8]=1)[NH2:7].C(N(C(C)C)CC)(C)C.[Cl:23][C:24]1[CH:28]=[CH:27][S:26][C:25]=1[C:29](Cl)=[O:30].